This data is from Reaction yield outcomes from USPTO patents with 853,638 reactions. The task is: Predict the reaction yield, written as a fraction of the theoretical maximum amount of product (1.0 means a 100% yield; for example, 0.34 means a 34% yield). (1) The reactants are Cl[C:2]1[C:7]2[CH:8]=[CH:9][O:10][C:6]=2[CH:5]=[CH:4][N:3]=1.CC(C)([O-])C.[Na+].C(=[NH:30])(C1C=CC=CC=1)C1C=CC=CC=1.NO. The catalyst is C1(C)C=CC=CC=1.CCOCC.C1C=CC(/C=C/C(/C=C/C2C=CC=CC=2)=O)=CC=1.C1C=CC(/C=C/C(/C=C/C2C=CC=CC=2)=O)=CC=1.C1C=CC(/C=C/C(/C=C/C2C=CC=CC=2)=O)=CC=1.[Pd].[Pd].C1C=CC(P(C2C(C3C(P(C4C=CC=CC=4)C4C=CC=CC=4)=CC=C4C=3C=CC=C4)=C3C(C=CC=C3)=CC=2)C2C=CC=CC=2)=CC=1. The product is [O:10]1[C:6]2[CH:5]=[CH:4][N:3]=[C:2]([NH2:30])[C:7]=2[CH:8]=[CH:9]1. The yield is 0.890. (2) The reactants are [CH3:1][O:2][C:3](=[O:39])[NH:4][CH:5]([C:9]([N:11]1[CH:18]([C:19]2[NH:20][C:21]([C:24]3[CH:29]=[CH:28][C:27](B4OC(C)(C)C(C)(C)O4)=[CH:26][CH:25]=3)=[CH:22][N:23]=2)[CH2:17][C:13]2([CH2:16][CH2:15][CH2:14]2)[O:12]1)=[O:10])[CH:6]([CH3:8])[CH3:7].[CH3:40][O:41][C:42](=[O:67])[NH:43][CH:44]([C:48]([N:50]1[CH2:54][CH2:53][CH2:52][CH:51]1[C:55]1[NH:56][C:57]([C:60]2[CH:65]=[CH:64][C:63](Br)=[CH:62][CH:61]=2)=[CH:58][N:59]=1)=[O:49])[CH:45]([CH3:47])[CH3:46].C(=O)([O-])[O-].[K+].[K+]. The catalyst is COCCOC.C1C=CC([P]([Pd]([P](C2C=CC=CC=2)(C2C=CC=CC=2)C2C=CC=CC=2)([P](C2C=CC=CC=2)(C2C=CC=CC=2)C2C=CC=CC=2)[P](C2C=CC=CC=2)(C2C=CC=CC=2)C2C=CC=CC=2)(C2C=CC=CC=2)C2C=CC=CC=2)=CC=1. The product is [CH3:1][O:2][C:3](=[O:39])[NH:4][CH:5]([C:9]([N:11]1[CH:18]([C:19]2[NH:20][C:21]([C:24]3[CH:29]=[CH:28][C:27]([C:63]4[CH:64]=[CH:65][C:60]([C:57]5[NH:56][C:55]([CH:51]6[CH2:52][CH2:53][CH2:54][N:50]6[C:48](=[O:49])[CH:44]([NH:43][C:42]([O:41][CH3:40])=[O:67])[CH:45]([CH3:47])[CH3:46])=[N:59][CH:58]=5)=[CH:61][CH:62]=4)=[CH:26][CH:25]=3)=[CH:22][N:23]=2)[CH2:17][C:13]2([CH2:14][CH2:15][CH2:16]2)[O:12]1)=[O:10])[CH:6]([CH3:7])[CH3:8]. The yield is 0.300. (3) The reactants are C([O:3][CH:4](OCC)[C:5]1[CH:6]=[C:7]([CH:11]2[NH:23][C:21]3[C:22]4[C:13](=[N:14][NH:15][C:16](=[O:24])[C:17]=4[CH:18]=[CH:19][CH:20]=3)[CH:12]2C2C=CC=C(C(OCC)OCC)C=2)[CH:8]=[CH:9][CH:10]=1)C.[C:41](=[O:44])([O-])[O-].[K+].[K+]. The catalyst is Cl. The product is [O:24]=[C:16]1[C:17]2[CH:18]=[CH:19][CH:20]=[C:21]3[NH:23][C:11]([C:7]4[CH:6]=[C:5]([CH:10]=[CH:9][CH:8]=4)[CH:4]=[O:3])([C:5]4[CH:10]=[C:9]([CH:8]=[CH:7][CH:6]=4)[CH:41]=[O:44])[CH2:12][C:13]([C:22]=23)=[N:14][NH:15]1. The yield is 0.880. (4) The reactants are [CH2:1]([C:4]1[N:8]([CH2:9][C:10]2[CH:31]=[CH:30][C:13]3/[C:14](=[CH:23]/[C:24]4[NH:28][C:27](=[O:29])[O:26][N:25]=4)/[C:15]4[CH:22]=[CH:21][CH:20]=[CH:19][C:16]=4[CH2:17][CH2:18][C:12]=3[CH:11]=2)[C:7]2[CH:32]=[CH:33][CH:34]=[CH:35][C:6]=2[N:5]=1)[CH2:2][CH3:3].CO.[C:38]1(P(C2C=CC=CC=2)C2C=CC=CC=2)C=CC=CC=1.N(C(OC(C)(C)C)=O)=NC(OC(C)(C)C)=O. The catalyst is C1COCC1. The product is [CH2:1]([C:4]1[N:8]([CH2:9][C:10]2[CH:31]=[CH:30][C:13]3/[C:14](=[CH:23]/[C:24]4[N:28]([CH3:38])[C:27](=[O:29])[O:26][N:25]=4)/[C:15]4[CH:22]=[CH:21][CH:20]=[CH:19][C:16]=4[CH2:17][CH2:18][C:12]=3[CH:11]=2)[C:7]2[CH:32]=[CH:33][CH:34]=[CH:35][C:6]=2[N:5]=1)[CH2:2][CH3:3]. The yield is 0.920.